Dataset: Forward reaction prediction with 1.9M reactions from USPTO patents (1976-2016). Task: Predict the product of the given reaction. (1) Given the reactants [CH3:1][C:2]([NH:45]C(=O)OC(C)(C)C)([CH2:36][O:37][Si](C)(C)C(C)(C)C)[C:3](=[O:35])[NH:4][C@@H:5]([C:15]([N:17]1[CH2:34][CH2:33][CH2:32][C:19]2([C:23](=[O:24])[N:22]([CH3:25])[CH2:21][CH:20]2[C:26]2[CH:31]=[CH:30][CH:29]=[CH:28][CH:27]=2)[CH2:18]1)=[O:16])[CH2:6][O:7][CH2:8][C:9]1[CH:14]=[CH:13][CH:12]=[CH:11][CH:10]=1.Cl.CCOCC.O, predict the reaction product. The product is: [NH2:45][C@:2]([CH3:1])([CH2:36][OH:37])[C:3]([NH:4][C@H:5]([CH2:6][O:7][CH2:8][C:9]1[CH:10]=[CH:11][CH:12]=[CH:13][CH:14]=1)[C:15]([N:17]1[CH2:34][CH2:33][CH2:32][C:19]2([C:23](=[O:24])[N:22]([CH3:25])[CH2:21][CH:20]2[C:26]2[CH:31]=[CH:30][CH:29]=[CH:28][CH:27]=2)[CH2:18]1)=[O:16])=[O:35]. (2) The product is: [Cl:1][C:2]1[C:3]([CH3:26])=[C:4]([CH:13]2[CH2:18][CH2:17][N:16]([C:19]([O:21][C:22]([CH3:25])([CH3:24])[CH3:23])=[O:20])[CH2:15][CH2:14]2)[C:5]([O:11][CH3:12])=[C:6]([CH:8]([Cl:29])[CH3:9])[CH:7]=1. Given the reactants [Cl:1][C:2]1[C:3]([CH3:26])=[C:4]([CH:13]2[CH2:18][CH2:17][N:16]([C:19]([O:21][C:22]([CH3:25])([CH3:24])[CH3:23])=[O:20])[CH2:15][CH2:14]2)[C:5]([O:11][CH3:12])=[C:6]([CH:8](O)[CH3:9])[CH:7]=1.N1C(Cl)=NC(Cl)=NC=1[Cl:29], predict the reaction product.